From a dataset of Reaction yield outcomes from USPTO patents with 853,638 reactions. Predict the reaction yield, written as a fraction of the theoretical maximum amount of product (1.0 means a 100% yield; for example, 0.34 means a 34% yield). (1) The reactants are [NH2:1][C:2]1[N:7]=[C:6]([CH3:8])[CH:5]=[C:4]([CH3:9])[N:3]=1.[Cl:10][CH2:11][C:12](=O)[CH2:13]Cl. The catalyst is COCCOC. The product is [Cl:10][CH2:11][C:12]1[N:1]=[C:2]2[N:7]=[C:6]([CH3:8])[CH:5]=[C:4]([CH3:9])[N:3]2[CH:13]=1. The yield is 0.620. (2) The reactants are O.[C:2]1([CH:8]([CH3:11])[C:9]#[N:10])[CH:7]=[CH:6][CH:5]=[CH:4][CH:3]=1.[ClH:12].[H][H]. The catalyst is C(O)C. The product is [ClH:12].[C:2]1([CH:8]([CH3:11])[CH2:9][NH2:10])[CH:7]=[CH:6][CH:5]=[CH:4][CH:3]=1. The yield is 0.762. (3) The reactants are [F:1][C:2]1[CH:3]=[C:4]([N:9]2[C:14]([CH3:15])=[CH:13][CH:12]=[C:11]([C:16]#N)[C:10]2=[O:18])[CH:5]=[C:6]([F:8])[CH:7]=1.[OH2:19].S(=O)(=O)(O)[OH:21]. No catalyst specified. The product is [F:1][C:2]1[CH:3]=[C:4]([N:9]2[C:14]([CH3:15])=[CH:13][CH:12]=[C:11]([C:16]([OH:21])=[O:19])[C:10]2=[O:18])[CH:5]=[C:6]([F:8])[CH:7]=1. The yield is 0.610. (4) The reactants are Cl.[Cl:2][C:3]1[CH:18]=[CH:17][C:6]2[N:7]=[C:8]([NH:10][CH2:11][C@@H:12]3[CH2:16][CH2:15][NH:14][CH2:13]3)[O:9][C:5]=2[CH:4]=1.[CH3:19][O:20][C:21]1[CH:29]=[CH:28][CH:27]=[C:26]([O:30][CH3:31])[C:22]=1[C:23](O)=[O:24].CN(C(ON1N=NC2C=CC=CC1=2)=[N+](C)C)C.[B-](F)(F)(F)F.C(O)=O. The catalyst is CN(C=O)C.CCN(C(C)C)C(C)C. The product is [Cl:2][C:3]1[CH:18]=[CH:17][C:6]2[N:7]=[C:8]([NH:10][CH2:11][C@@H:12]3[CH2:16][CH2:15][N:14]([C:23]([C:22]4[C:26]([O:30][CH3:31])=[CH:27][CH:28]=[CH:29][C:21]=4[O:20][CH3:19])=[O:24])[CH2:13]3)[O:9][C:5]=2[CH:4]=1. The yield is 0.380.